Task: Predict the product of the given reaction.. Dataset: Forward reaction prediction with 1.9M reactions from USPTO patents (1976-2016) (1) Given the reactants [F:1][C:2]1[CH:8]=[CH:7][C:5]([NH2:6])=[CH:4][CH:3]=1.C=O.[C-]#[N:12].[K+].C(=O)(O)[O-].[Na+].[C:19](O)(=O)[CH3:20], predict the reaction product. The product is: [F:1][C:2]1[CH:8]=[CH:7][C:5]([NH:6][CH2:20][C:19]#[N:12])=[CH:4][CH:3]=1. (2) Given the reactants P(Cl)(Cl)(Cl)(Cl)Cl.B(F)(F)F.[CH3:11]COCC.CO[C:18]1[CH:19]=[C:20]([CH2:26][CH2:27][C:28]([C:30]2[C:35]([OH:36])=[CH:34][C:33]([O:37][CH3:38])=[C:32]([O:39][CH3:40])[C:31]=2[O:41][CH3:42])=[O:29])[CH:21]=[CH:22][C:23]=1OC.Cl, predict the reaction product. The product is: [CH2:26]([C:27]1[C:28](=[O:29])[C:30]2[C:35](=[CH:34][C:33]([O:37][CH3:38])=[C:32]([O:39][CH3:40])[C:31]=2[O:41][CH3:42])[O:36][CH:11]=1)[C:20]1[CH:19]=[CH:18][CH:23]=[CH:22][CH:21]=1. (3) Given the reactants [C:1]([O:5][C:6]([NH:8][CH:9]([CH:13]([CH3:15])[CH3:14])[C:10]([OH:12])=O)=[O:7])([CH3:4])([CH3:3])[CH3:2].[CH:16]1([NH2:19])[CH2:18][CH2:17]1.C1CN([P+](ON2N=NC3C=CC=NC2=3)(N2CCCC2)N2CCCC2)CC1.F[P-](F)(F)(F)(F)F.CCN(C(C)C)C(C)C, predict the reaction product. The product is: [CH:16]1([NH:19][C:10](=[O:12])[CH:9]([NH:8][C:6](=[O:7])[O:5][C:1]([CH3:2])([CH3:3])[CH3:4])[CH:13]([CH3:15])[CH3:14])[CH2:18][CH2:17]1. (4) Given the reactants [CH3:1][C:2]1[CH:7]=[CH:6][CH:5]=[C:4]([CH3:8])[C:3]=1[OH:9].[P:10](Cl)([Cl:13])([Cl:12])=[O:11], predict the reaction product. The product is: [CH3:1][C:2]1[CH:7]=[CH:6][CH:5]=[C:4]([CH3:8])[C:3]=1[O:9][P:10]([Cl:13])([Cl:12])=[O:11]. (5) Given the reactants [B-](F)(F)(F)F.C1C=CN=CC=1.C1C=CN=CC=1.[IH2+:18].[CH3:19][N:20]1[CH2:25][CH2:24][N:23]([C:26]2[CH:31]=[CH:30][CH:29]=[CH:28][C:27]=2[CH3:32])[CH2:22][CH2:21]1.FC(F)(F)S(O)(=O)=O.[O-]S([O-])(=S)=O.[Na+].[Na+], predict the reaction product. The product is: [I:18][C:29]1[CH:30]=[CH:31][C:26]([N:23]2[CH2:24][CH2:25][N:20]([CH3:19])[CH2:21][CH2:22]2)=[C:27]([CH3:32])[CH:28]=1.